This data is from Forward reaction prediction with 1.9M reactions from USPTO patents (1976-2016). The task is: Predict the product of the given reaction. Given the reactants [CH3:1][O:2][C:3]1[N:8]=[CH:7][C:6]([C:9]2[CH:14]=[CH:13][C:12]([NH2:15])=[CH:11][CH:10]=2)=[CH:5][CH:4]=1.C1C(=O)N([Br:23])C(=O)C1, predict the reaction product. The product is: [Br:23][C:13]1[CH:14]=[C:9]([C:6]2[CH:7]=[N:8][C:3]([O:2][CH3:1])=[CH:4][CH:5]=2)[CH:10]=[CH:11][C:12]=1[NH2:15].